From a dataset of Reaction yield outcomes from USPTO patents with 853,638 reactions. Predict the reaction yield, written as a fraction of the theoretical maximum amount of product (1.0 means a 100% yield; for example, 0.34 means a 34% yield). (1) The reactants are Cl.Cl.Cl.[F:4][C:5]([F:19])([F:18])[C:6]1[CH:7]=[C:8]([N:12]2[CH2:17][CH2:16][NH:15][CH2:14][CH2:13]2)[CH:9]=[N:10][CH:11]=1.[C:20]([O:24][C:25]([NH:27][C@@H:28]1[CH2:32][CH2:31][C@:30]([CH:36]([CH3:38])[CH3:37])([C:33](O)=[O:34])[CH2:29]1)=[O:26])([CH3:23])([CH3:22])[CH3:21].F[P-](F)(F)(F)(F)F.N1(O[P+](N(C)C)(N(C)C)N(C)C)C2C=CC=CC=2N=N1.C(N(CC)CC)C. The catalyst is C(Cl)Cl.CCOC(C)=O. The product is [CH:36]([C@:30]1([C:33]([N:15]2[CH2:16][CH2:17][N:12]([C:8]3[CH:9]=[N:10][CH:11]=[C:6]([C:5]([F:18])([F:4])[F:19])[CH:7]=3)[CH2:13][CH2:14]2)=[O:34])[CH2:31][CH2:32][C@@H:28]([NH:27][C:25](=[O:26])[O:24][C:20]([CH3:22])([CH3:21])[CH3:23])[CH2:29]1)([CH3:38])[CH3:37]. The yield is 0.610. (2) The reactants are [NH2:1][C:2]1[N:3]([CH2:22][CH3:23])[C:4](=[O:21])[C:5]2[C:10]([C:11]3[C:16]([CH3:17])=[CH:15][C:14]([CH3:18])=[CH:13][C:12]=3[CH3:19])=[CH:9][N:8]([CH3:20])[C:6]=2[N:7]=1.CN(C)C=O.[H-].[Na+].[CH2:31](I)[CH2:32][CH3:33]. The catalyst is O. The product is [CH2:22]([N:3]1[C:4](=[O:21])[C:5]2[C:10]([C:11]3[C:16]([CH3:17])=[CH:15][C:14]([CH3:18])=[CH:13][C:12]=3[CH3:19])=[CH:9][N:8]([CH3:20])[C:6]=2[N:7]=[C:2]1[NH:1][CH2:31][CH2:32][CH3:33])[CH3:23]. The yield is 0.250. (3) The reactants are C1(N(Cl)C(=O)N(Cl)C(=O)N1Cl)=O.[Si:13]([O:20][CH2:21][C@@H:22]1[CH2:26][C@@H:25]([OH:27])[CH2:24][N:23]1[C:28]([C:30]1[CH:35]=[C:34]([O:36][CH3:37])[C:33]([O:38][Si:39]([CH:46]([CH3:48])[CH3:47])([CH:43]([CH3:45])[CH3:44])[CH:40]([CH3:42])[CH3:41])=[CH:32][C:31]=1[N+:49]([O-:51])=[O:50])=[O:29])([C:16]([CH3:19])([CH3:18])[CH3:17])([CH3:15])[CH3:14].CC1(C)N([O])C(C)(C)CCC1.C(OCC)(=O)C.CCCCCC. The catalyst is ClCCl. The product is [Si:13]([O:20][CH2:21][C@H:22]1[N:23]([C:28](=[O:29])[C:30]2[CH:35]=[C:34]([O:36][CH3:37])[C:33]([O:38][Si:39]([CH:40]([CH3:41])[CH3:42])([CH:43]([CH3:44])[CH3:45])[CH:46]([CH3:48])[CH3:47])=[CH:32][C:31]=2[N+:49]([O-:51])=[O:50])[CH2:24][C:25](=[O:27])[CH2:26]1)([C:16]([CH3:17])([CH3:18])[CH3:19])([CH3:14])[CH3:15]. The yield is 1.00. (4) The reactants are Br[C:2]1[CH:3]=[C:4]2[C:10]([C:11]3[CH:16]=[CH:15][CH:14]=[CH:13][C:12]=3[O:17][CH3:18])=[N:9][N:8](COCC[Si](C)(C)C)[C:5]2=[N:6][CH:7]=1.[C:27]([C:30]1[CH:31]=[C:32](B(O)O)[CH:33]=[CH:34][CH:35]=1)([OH:29])=[O:28].ClCCl. The catalyst is C(#N)C.C([O-])(O)=O.[Na+].C1C=CC(P(C2C=CC=CC=2)[C-]2C=CC=C2)=CC=1.C1C=CC(P(C2C=CC=CC=2)[C-]2C=CC=C2)=CC=1.Cl[Pd]Cl.[Fe+2]. The product is [CH3:18][O:17][C:12]1[CH:13]=[CH:14][CH:15]=[CH:16][C:11]=1[C:10]1[C:4]2[C:5](=[N:6][CH:7]=[C:2]([C:34]3[CH:35]=[C:30]([CH:31]=[CH:32][CH:33]=3)[C:27]([OH:29])=[O:28])[CH:3]=2)[NH:8][N:9]=1. The yield is 0.620. (5) The reactants are [NH2:1][C:2]1[CH:3]=[CH:4][C:5]([C:9]2[O:13][N:12]=[C:11]([C:14]3[C:19]([CH3:20])=[CH:18][CH:17]=[CH:16][N:15]=3)[N:10]=2)=[C:6]([OH:8])[CH:7]=1.[CH:21](=O)[C:22]1[CH:27]=[CH:26][CH:25]=[CH:24][CH:23]=1.C(O)(=O)C.[BH4-].[Na+]. The catalyst is CO. The product is [CH2:21]([NH:1][C:2]1[CH:3]=[CH:4][C:5]([C:9]2[O:13][N:12]=[C:11]([C:14]3[C:19]([CH3:20])=[CH:18][CH:17]=[CH:16][N:15]=3)[N:10]=2)=[C:6]([OH:8])[CH:7]=1)[C:22]1[CH:27]=[CH:26][CH:25]=[CH:24][CH:23]=1. The yield is 0.250.